Predict the reaction yield, written as a fraction of the theoretical maximum amount of product (1.0 means a 100% yield; for example, 0.34 means a 34% yield). From a dataset of Reaction yield outcomes from USPTO patents with 853,638 reactions. The reactants are C([O:8][C@@H:9]([C:11]1[O:12][C:13]2[C:18]([C:19](=[O:28])[C:20]=1[C:21]1[CH:26]=[CH:25][CH:24]=[C:23]([F:27])[CH:22]=1)=[CH:17][C:16]([F:29])=[CH:15][CH:14]=2)[CH3:10])C1C=CC=CC=1.[Cl-].[Al+3].[Cl-].[Cl-]. The catalyst is ClCCl. The product is [F:29][C:16]1[CH:17]=[C:18]2[C:13](=[CH:14][CH:15]=1)[O:12][C:11]([C@H:9]([OH:8])[CH3:10])=[C:20]([C:21]1[CH:26]=[CH:25][CH:24]=[C:23]([F:27])[CH:22]=1)[C:19]2=[O:28]. The yield is 0.810.